From a dataset of Forward reaction prediction with 1.9M reactions from USPTO patents (1976-2016). Predict the product of the given reaction. (1) The product is: [NH2:17][C:16](=[N:32][OH:33])[CH2:15][CH2:14][CH2:13][CH2:12][C:7]1[CH:6]=[CH:5][C:4]2[C:3]([C:18]([NH:20][CH2:21][C:22]34[CH2:29][CH:28]5[CH2:27][CH:26]([CH2:25][CH:24]([CH2:30]5)[CH2:23]3)[CH2:31]4)=[O:19])=[C:2]([Cl:1])[CH:11]=[CH:10][C:9]=2[N:8]=1. Given the reactants [Cl:1][C:2]1[CH:11]=[CH:10][C:9]2[N:8]=[C:7]([CH2:12][CH2:13][CH2:14][CH2:15][C:16]#[N:17])[CH:6]=[CH:5][C:4]=2[C:3]=1[C:18]([NH:20][CH2:21][C:22]12[CH2:31][CH:26]3[CH2:27][CH:28]([CH2:30][CH:24]([CH2:25]3)[CH2:23]1)[CH2:29]2)=[O:19].[NH2:32][OH:33], predict the reaction product. (2) Given the reactants [O:1]=[C:2]1[CH2:7][NH:6][CH2:5][CH2:4][N:3]1[CH2:8][CH2:9][C:10]1[N:15]=[CH:14][C:13]([C:16]#[N:17])=[CH:12][CH:11]=1.[CH3:18][C:19]1[C:27]2[CH2:26][O:25][C:24](=[O:28])[C:23]=2[CH:22]=[CH:21][C:20]=1[CH2:29][CH:30]=O.[BH-](OC(C)=O)(OC(C)=O)OC(C)=O.[Na+], predict the reaction product. The product is: [CH3:18][C:19]1[C:27]2[CH2:26][O:25][C:24](=[O:28])[C:23]=2[CH:22]=[CH:21][C:20]=1[CH2:29][CH2:30][N:6]1[CH2:5][CH2:4][N:3]([CH2:8][CH2:9][C:10]2[N:15]=[CH:14][C:13]([C:16]#[N:17])=[CH:12][CH:11]=2)[C:2](=[O:1])[CH2:7]1. (3) Given the reactants C(=O)([O-])[O-].[Cs+].[Cs+].C1(P(C2C=CC=CC=2)C2C=CC3C(=CC=CC=3)C=2C2C3C(=CC=CC=3)C=CC=2P(C2C=CC=CC=2)C2C=CC=CC=2)C=CC=CC=1.Br[C:54]1[CH:59]=[CH:58][N:57]2[C:60]([C:63]([NH:65][C:66]3[CH:74]=[CH:73][CH:72]=[C:71]4[C:67]=3[C:68]([CH2:83][CH3:84])=[N:69][N:70]4[CH2:75][C:76]3[CH:81]=[CH:80][CH:79]=[C:78]([CH3:82])[N:77]=3)=[O:64])=[CH:61][N:62]=[C:56]2[CH:55]=1.[CH3:85][N:86]([CH2:88][B-](F)(F)F)[CH3:87].[K+], predict the reaction product. The product is: [CH3:85][N:86]([CH2:88][C:54]1[CH:59]=[CH:58][N:57]2[C:60]([C:63]([NH:65][C:66]3[CH:74]=[CH:73][CH:72]=[C:71]4[C:67]=3[C:68]([CH2:83][CH3:84])=[N:69][N:70]4[CH2:75][C:76]3[CH:81]=[CH:80][CH:79]=[C:78]([CH3:82])[N:77]=3)=[O:64])=[CH:61][N:62]=[C:56]2[CH:55]=1)[CH3:87]. (4) Given the reactants [C:1]([N:4]1[C:13]2[C:8](=[CH:9][C:10](Br)=[CH:11][CH:12]=2)[C@H:7]([NH:15][C:16](=[O:21])[O:17][CH:18]([CH3:20])[CH3:19])[CH2:6][C@@H:5]1[CH3:22])(=[O:3])[CH3:2].[CH3:23][N:24](C)C=O, predict the reaction product. The product is: [C:1]([N:4]1[C:13]2[C:8](=[CH:9][C:10]([C:23]#[N:24])=[CH:11][CH:12]=2)[C@H:7]([NH:15][C:16](=[O:21])[O:17][CH:18]([CH3:20])[CH3:19])[CH2:6][C@@H:5]1[CH3:22])(=[O:3])[CH3:2].